From a dataset of Catalyst prediction with 721,799 reactions and 888 catalyst types from USPTO. Predict which catalyst facilitates the given reaction. (1) Reactant: [CH3:1][CH2:2][CH:3]([OH:6])[CH2:4][CH3:5].Cl[C:8]1[C:17]2[C:12](=[CH:13][CH:14]=[C:15]([I:18])[CH:16]=2)[N:11]=[CH:10][C:9]=1[C:19]#[N:20].[H-].[K+]. Product: [CH2:2]([CH:3]([O:6][C:8]1[C:17]2[C:12](=[CH:13][CH:14]=[C:15]([I:18])[CH:16]=2)[N:11]=[CH:10][C:9]=1[C:19]#[N:20])[CH2:4][CH3:5])[CH3:1]. The catalyst class is: 1. (2) Reactant: [C:1](Cl)([CH3:3])=[O:2].CCN(CC)CC.Cl.[CH:13]1([CH:18]([NH2:25])[C:19]2[CH:24]=[CH:23][CH:22]=[CH:21][N:20]=2)[CH2:17][CH2:16][CH2:15][CH2:14]1. Product: [CH:13]1([CH:18]([C:19]2[CH:24]=[CH:23][CH:22]=[CH:21][N:20]=2)[NH:25][C:1](=[O:2])[CH3:3])[CH2:14][CH2:15][CH2:16][CH2:17]1. The catalyst class is: 2. (3) Reactant: [Cl:1][C:2]1[CH:3]=[C:4]([NH:9][C:10]2[N:15]=[C:14]([NH:16][CH2:17][CH2:18][CH2:19][O:20][CH3:21])[C:13]([C:22](=[S:24])[NH2:23])=[CH:12][N:11]=2)[CH:5]=[CH:6][C:7]=1[F:8].[CH2:25]([O:27][C:28](=[O:40])[C:29](=[N+]=N)[C:30](=O)[C:31]1[CH:36]=[CH:35][CH:34]=[CH:33][N:32]=1)[CH3:26]. Product: [Cl:1][C:2]1[CH:3]=[C:4]([NH:9][C:10]2[N:15]=[C:14]([NH:16][CH2:17][CH2:18][CH2:19][O:20][CH3:21])[C:13]([C:22]3[S:24][C:29]([C:28]([O:27][CH2:25][CH3:26])=[O:40])=[C:30]([C:31]4[CH:36]=[CH:35][CH:34]=[CH:33][N:32]=4)[N:23]=3)=[CH:12][N:11]=2)[CH:5]=[CH:6][C:7]=1[F:8]. The catalyst class is: 11. (4) Reactant: [NH2:1][CH2:2][C:3]1[N:4]=[N:5][N:6]([CH2:8][C@@H:9]2[C@H:12]([NH:13][C:14](=[O:30])/[C:15](=[N:22]\[O:23][C:24]3([C:27]([OH:29])=[O:28])[CH2:26][CH2:25]3)/[C:16]3[N:17]=[C:18]([NH2:21])[S:19][CH:20]=3)[C:11](=[O:31])[N:10]2[S:32]([OH:35])(=[O:34])=[O:33])[CH:7]=1.Cl.[N:37]1([C:42](N)=[NH:43])C=CC=N1.CCN(C(C)C)C(C)C. Product: [NH2:21][C:18]1[S:19][CH:20]=[C:16](/[C:15](=[N:22]/[O:23][C:24]2([C:27]([OH:29])=[O:28])[CH2:26][CH2:25]2)/[C:14]([NH:13][C@@H:12]2[C:11](=[O:31])[N:10]([S:32]([OH:35])(=[O:34])=[O:33])[C@@H:9]2[CH2:8][N:6]2[CH:7]=[C:3]([CH2:2][NH:1][C:42]([NH2:43])=[NH:37])[N:4]=[N:5]2)=[O:30])[N:17]=1. The catalyst class is: 575. (5) Reactant: [C:1]([O:5][C:6]([N:8]1[CH2:13][CH2:12][N:11]([C:14]2[CH:19]=[CH:18][CH:17]=[CH:16][C:15]=2[O:20][CH:21]2[CH2:26][CH2:25][CH2:24][NH:23][CH2:22]2)[CH2:10][CH2:9]1)=[O:7])([CH3:4])([CH3:3])[CH3:2].[C:27](Cl)(=[O:34])[C:28]1[CH:33]=[CH:32][CH:31]=[CH:30][CH:29]=1.C(N(CC)CC)C. Product: [C:1]([O:5][C:6]([N:8]1[CH2:13][CH2:12][N:11]([C:14]2[CH:19]=[CH:18][CH:17]=[CH:16][C:15]=2[O:20][CH:21]2[CH2:26][CH2:25][CH2:24][N:23]([C:27](=[O:34])[C:28]3[CH:33]=[CH:32][CH:31]=[CH:30][CH:29]=3)[CH2:22]2)[CH2:10][CH2:9]1)=[O:7])([CH3:4])([CH3:2])[CH3:3]. The catalyst class is: 2.